This data is from Catalyst prediction with 721,799 reactions and 888 catalyst types from USPTO. The task is: Predict which catalyst facilitates the given reaction. (1) Reactant: [N+:1]([C:4]1[CH:5]=[C:6]2[C:10](=[CH:11][CH:12]=1)[N:9]([CH2:13][C:14]1[CH:15]=[C:16]([CH:20]=[CH:21][CH:22]=1)[C:17](O)=[O:18])[CH:8]=[CH:7]2)([O-:3])=[O:2].[C:23]([NH2:27])([CH3:26])([CH3:25])[CH3:24].P(C#N)(OCC)(OCC)=O.C(=O)(O)[O-].[Na+]. Product: [C:23]([NH:27][C:17](=[O:18])[C:16]1[CH:20]=[CH:21][CH:22]=[C:14]([CH2:13][N:9]2[C:10]3[C:6](=[CH:5][C:4]([N+:1]([O-:3])=[O:2])=[CH:12][CH:11]=3)[CH:7]=[CH:8]2)[CH:15]=1)([CH3:26])([CH3:25])[CH3:24]. The catalyst class is: 289. (2) Reactant: [C:1]([O:5]CC)(=O)[CH:2]=[CH2:3].[CH3:8][C:9]1[C:10]([C:15]2[CH:16]=[N:17][CH:18]=[CH:19][CH:20]=2)=[N:11][NH:12][C:13]=1[NH2:14]. Product: [CH3:8][C:9]1[C:10]([C:15]2[CH:16]=[N:17][CH:18]=[CH:19][CH:20]=2)=[N:11][N:12]2[CH2:3][CH2:2][C:1](=[O:5])[NH:14][C:13]=12. The catalyst class is: 228.